From a dataset of Catalyst prediction with 721,799 reactions and 888 catalyst types from USPTO. Predict which catalyst facilitates the given reaction. (1) Reactant: [F-].C([N+](CCCC)(CCCC)CCCC)CCC.[Si]([O:36][CH2:37][C@@H:38]([N:42]1[C@H:47]([C:48]2[CH:53]=[CH:52][C:51]([Cl:54])=[CH:50][CH:49]=2)[C@@H:46]([C:55]2[CH:60]=[CH:59][CH:58]=[C:57]([Cl:61])[CH:56]=2)[CH2:45][C@@:44]([CH2:63][C:64]([OH:66])=[O:65])([CH3:62])[C:43]1=[O:67])[CH:39]1[CH2:41][CH2:40]1)(C(C)(C)C)(C1C=CC=CC=1)C1C=CC=CC=1. Product: [Cl:61][C:57]1[CH:56]=[C:55]([C@@H:46]2[C@@H:47]([C:48]3[CH:53]=[CH:52][C:51]([Cl:54])=[CH:50][CH:49]=3)[N:42]([C@@H:38]([CH:39]3[CH2:40][CH2:41]3)[CH2:37][OH:36])[C:43](=[O:67])[C@:44]([CH2:63][C:64]([OH:66])=[O:65])([CH3:62])[CH2:45]2)[CH:60]=[CH:59][CH:58]=1. The catalyst class is: 56. (2) Reactant: [NH2:1][C@@H:2]1[CH2:7][CH2:6][C@H:5]([N:8]2[C:12]3[N:13]=[CH:14][N:15]=[C:16]([NH2:17])[C:11]=3[C:10]([C:18]3[CH:23]=[CH:22][CH:21]=[C:20]([O:24][CH2:25][C:26]4[CH:31]=[CH:30][CH:29]=[CH:28][CH:27]=4)[CH:19]=3)=[CH:9]2)[CH2:4][CH2:3]1.C(N(CC)CC)C.[Cl:39][CH2:40][C:41](Cl)=[O:42]. Product: [NH2:17][C:16]1[C:11]2[C:10]([C:18]3[CH:23]=[CH:22][CH:21]=[C:20]([O:24][CH2:25][C:26]4[CH:27]=[CH:28][CH:29]=[CH:30][CH:31]=4)[CH:19]=3)=[CH:9][N:8]([C@@H:5]3[CH2:4][CH2:3][C@H:2]([NH:1][C:41](=[O:42])[CH2:40][Cl:39])[CH2:7][CH2:6]3)[C:12]=2[N:13]=[CH:14][N:15]=1. The catalyst class is: 10. (3) Reactant: [O:1]=[C:2]1[C:8]2[CH:9]=[CH:10][C:11]([C:13]([OH:15])=[O:14])=[CH:12][C:7]=2[S:6][CH2:5][CH2:4][CH2:3]1.O1CCOC[CH2:17]1.Cl.C(=O)([O-])O.[Na+]. Product: [CH3:17][O:14][C:13]([C:11]1[CH:10]=[CH:9][C:8]2[C:2](=[O:1])[CH2:3][CH2:4][CH2:5][S:6][C:7]=2[CH:12]=1)=[O:15]. The catalyst class is: 5. (4) The catalyst class is: 18. Reactant: N[C:2]1C=C(I)C=CC=1C(OC)=O.[I:13][C:14]1[CH:22]=[CH:21][C:17]([C:18]([OH:20])=[O:19])=[C:16]([N+:23]([O-:25])=[O:24])[CH:15]=1.C1CCN2C(=NCCC2)CC1.IC. Product: [I:13][C:14]1[CH:22]=[CH:21][C:17]([C:18]([O:20][CH3:2])=[O:19])=[C:16]([N+:23]([O-:25])=[O:24])[CH:15]=1. (5) Reactant: P(Cl)(Cl)([Cl:3])=O.[F:6][C:7]1[CH:12]=[C:11]([F:13])[CH:10]=[C:9]([F:14])[C:8]=1[CH:15]1[C:24](=O)[NH:23][C:22]2[CH:21]=[CH:20][N:19]=[N:18][C:17]=2C1=O.CN(C=O)C.[CH2:32]([Cl:34])Cl. Product: [Cl:3][C:24]1[C:15]([C:8]2[C:7]([F:6])=[CH:12][C:11]([F:13])=[CH:10][C:9]=2[F:14])=[C:32]([Cl:34])[C:17]2[N:18]=[N:19][CH:20]=[CH:21][C:22]=2[N:23]=1. The catalyst class is: 26. (6) Reactant: [CH3:1][O:2][C:3](=[O:45])[C@@H:4]([NH:23][C:24](=[O:44])[C:25]1[C:30]([Cl:31])=[CH:29][C:28]([O:32][Si](C(C)C)(C(C)C)C(C)C)=[CH:27][C:26]=1[Cl:43])[CH2:5][C:6]1[CH:11]=[CH:10][C:9]([NH:12][C:13](=[O:22])[C:14]2[C:19]([Cl:20])=[CH:18][CH:17]=[CH:16][C:15]=2[Cl:21])=[CH:8][CH:7]=1.CCCC[N+](CCCC)(CCCC)CCCC.[F-]. Product: [CH3:1][O:2][C:3](=[O:45])[C@@H:4]([NH:23][C:24](=[O:44])[C:25]1[C:26]([Cl:43])=[CH:27][C:28]([OH:32])=[CH:29][C:30]=1[Cl:31])[CH2:5][C:6]1[CH:7]=[CH:8][C:9]([NH:12][C:13](=[O:22])[C:14]2[C:19]([Cl:20])=[CH:18][CH:17]=[CH:16][C:15]=2[Cl:21])=[CH:10][CH:11]=1. The catalyst class is: 299.